This data is from Forward reaction prediction with 1.9M reactions from USPTO patents (1976-2016). The task is: Predict the product of the given reaction. (1) Given the reactants [C:1](Cl)(=[O:6])[C:2]([CH3:5])([CH3:4])[CH3:3].[Br:8][C:9]([F:13])([F:12])[CH2:10][OH:11].C(OC(C)C)(C)C.C(N(CC)CC)C.Cl, predict the reaction product. The product is: [C:1]([O:11][CH2:10][C:9]([Br:8])([F:13])[F:12])(=[O:6])[C:2]([CH3:5])([CH3:4])[CH3:3]. (2) The product is: [CH3:21][O:22][C:23](=[O:42])[CH2:24][CH2:25][C:26]1[CH:31]=[CH:30][C:29]([O:32][CH2:33][CH2:34][C@@H:35]([O:15][C:12]2[CH:13]=[CH:14][C:9]([CH2:7][CH3:8])=[CH:10][C:11]=2[C:16]2[O:17][CH:18]=[CH:19][N:20]=2)[CH3:36])=[CH:28][C:27]=1[CH3:1]. Given the reactants [C:1](=O)([O-])[O-].[Cs+].[Cs+].[CH2:7]([C:9]1[CH:14]=[CH:13][C:12]([OH:15])=[C:11]([C:16]2[O:17][CH:18]=[CH:19][N:20]=2)[CH:10]=1)[CH3:8].[CH3:21][O:22][C:23](=[O:42])[CH2:24][CH2:25][C:26]1[CH:31]=[CH:30][C:29]([O:32][CH2:33][CH2:34][C@@H:35](OS(C)(=O)=O)[CH3:36])=[CH:28][CH:27]=1, predict the reaction product. (3) Given the reactants [CH3:1][N:2]([CH3:33])[C:3]1([C:26]2[CH:31]=[CH:30][CH:29]=[C:28]([F:32])[CH:27]=2)[CH2:8][CH2:7][CH:6]([NH:9][C:10]([C:12]2[C:13]([C:18]3[C:23]([Cl:24])=[CH:22][CH:21]=[CH:20][C:19]=3[Cl:25])=[N:14][O:15][C:16]=2[CH3:17])=[O:11])[CH2:5][CH2:4]1.C(OCC)(=O)C.Cl.Cl[Si](C)(C)C, predict the reaction product. The product is: [ClH:24].[CH3:33][N:2]([CH3:1])[C:3]1([C:26]2[CH:31]=[CH:30][CH:29]=[C:28]([F:32])[CH:27]=2)[CH2:8][CH2:7][CH:6]([NH:9][C:10]([C:12]2[C:13]([C:18]3[C:23]([Cl:24])=[CH:22][CH:21]=[CH:20][C:19]=3[Cl:25])=[N:14][O:15][C:16]=2[CH3:17])=[O:11])[CH2:5][CH2:4]1.